This data is from CYP2D6 inhibition data for predicting drug metabolism from PubChem BioAssay. The task is: Regression/Classification. Given a drug SMILES string, predict its absorption, distribution, metabolism, or excretion properties. Task type varies by dataset: regression for continuous measurements (e.g., permeability, clearance, half-life) or binary classification for categorical outcomes (e.g., BBB penetration, CYP inhibition). Dataset: cyp2d6_veith. (1) The drug is COc1ccc(/C(C)=N/NC(=O)c2ccc(CSc3cccc4cccnc34)cc2)cc1OC. The result is 0 (non-inhibitor). (2) The compound is CC(=O)C1=C(O)C=C(c2ccco2)CC1c1ccco1. The result is 0 (non-inhibitor). (3) The molecule is COc1cccc(-n2c(SCC(=O)Nc3sc4c(c3C(N)=O)CCC4)nc3ccccc3c2=O)c1. The result is 0 (non-inhibitor).